From a dataset of Reaction yield outcomes from USPTO patents with 853,638 reactions. Predict the reaction yield, written as a fraction of the theoretical maximum amount of product (1.0 means a 100% yield; for example, 0.34 means a 34% yield). (1) The catalyst is C(Cl)Cl.CN(C)C=O. The product is [Br:7][C:8]1[CH:16]=[CH:15][C:11]([C:12]([NH:20][NH:19][C:18]([O:22][C:23]([CH3:26])([CH3:25])[CH3:24])=[O:21])=[O:14])=[C:10]([Cl:17])[CH:9]=1. The reactants are C(Cl)(=O)C(Cl)=O.[Br:7][C:8]1[CH:16]=[CH:15][C:11]([C:12]([OH:14])=O)=[C:10]([Cl:17])[CH:9]=1.[C:18]([O:22][C:23]([CH3:26])([CH3:25])[CH3:24])(=[O:21])[NH:19][NH2:20].C(N(CC)CC)C.Cl. The yield is 0.680. (2) The reactants are S(Cl)([Cl:4])(=O)=O.[CH2:6]([O:8][C:9](=[O:18])[CH2:10][C:11](=[O:17])[C:12]([CH3:16])([CH3:15])[CH:13]=[CH2:14])[CH3:7]. The catalyst is C(Cl)(Cl)Cl. The product is [CH2:6]([O:8][C:9](=[O:18])[CH:10]([Cl:4])[C:11](=[O:17])[C:12]([CH3:16])([CH3:15])[CH:13]=[CH2:14])[CH3:7]. The yield is 0.930. (3) The reactants are [OH:1][CH2:2][CH2:3][CH2:4][C@H:5]([C:35]([O:37][C:38]([CH3:41])([CH3:40])[CH3:39])=[O:36])[CH2:6][C@@H:7]([C:28]([O:30][C:31]([CH3:34])([CH3:33])[CH3:32])=[O:29])[NH:8][C:9]([C:22]1[CH:27]=[CH:26][CH:25]=[CH:24][CH:23]=1)([C:16]1[CH:21]=[CH:20][CH:19]=[CH:18][CH:17]=1)[C:10]1[CH:15]=[CH:14][CH:13]=[CH:12][CH:11]=1.C(N(CC)CC)C.[CH:49]1[C:58]2[C:53](=[CH:54][CH:55]=[CH:56][CH:57]=2)[CH:52]=[CH:51][C:50]=1[S:59](Cl)(=[O:61])=[O:60].O. The catalyst is ClCCl. The product is [CH:49]1[C:58]2[C:53](=[CH:54][CH:55]=[CH:56][CH:57]=2)[CH:52]=[CH:51][C:50]=1[S:59]([O:1][CH2:2][CH2:3][CH2:4][C@H:5]([C:35]([O:37][C:38]([CH3:41])([CH3:40])[CH3:39])=[O:36])[CH2:6][C@@H:7]([C:28]([O:30][C:31]([CH3:33])([CH3:34])[CH3:32])=[O:29])[NH:8][C:9]([C:10]1[CH:15]=[CH:14][CH:13]=[CH:12][CH:11]=1)([C:22]1[CH:27]=[CH:26][CH:25]=[CH:24][CH:23]=1)[C:16]1[CH:17]=[CH:18][CH:19]=[CH:20][CH:21]=1)(=[O:60])=[O:61]. The yield is 0.820. (4) The reactants are [C:1]([O:5][C:6]([N:8]1[C@@H:12]([C:13](=[O:15])[CH3:14])[CH2:11][O:10][C:9]1([CH3:17])[CH3:16])=[O:7])([CH3:4])([CH3:3])[CH3:2].[CH2:18]([Mg]Cl)[C:19]1[CH:24]=[CH:23][CH:22]=[CH:21][CH:20]=1. The catalyst is C1COCC1. The product is [C:1]([O:5][C:6]([N:8]1[C@@H:12]([C:13]([OH:15])([CH3:14])[CH2:18][C:19]2[CH:24]=[CH:23][CH:22]=[CH:21][CH:20]=2)[CH2:11][O:10][C:9]1([CH3:16])[CH3:17])=[O:7])([CH3:4])([CH3:3])[CH3:2]. The yield is 0.890. (5) The reactants are [CH2:1]([N:8]1[CH:13]=[C:12](I)[CH:11]=[CH:10][C:9]1=[O:15])[C:2]1[CH:7]=[CH:6][CH:5]=[CH:4][CH:3]=1.[CH:16]([O:18]CCCC)=[CH2:17].C(=O)([O-])[O-].[K+].[K+].C1(P(C2C=CC=CC=2)CCCP(C2C=CC=CC=2)C2C=CC=CC=2)C=CC=CC=1.Cl. The catalyst is CN(C)C=O.CC([O-])=O.CC([O-])=O.[Pd+2].O. The product is [C:16]([C:12]1[CH:11]=[CH:10][C:9](=[O:15])[N:8]([CH2:1][C:2]2[CH:7]=[CH:6][CH:5]=[CH:4][CH:3]=2)[CH:13]=1)(=[O:18])[CH3:17]. The yield is 0.800. (6) The reactants are C([Li])(C)(C)C.Br[C:7]1[CH:12]=[CH:11][C:10]([N:13]2[CH2:18][CH:17]([CH3:19])[O:16][CH:15]([CH3:20])[CH2:14]2)=[C:9]([CH:21]2[O:25]CCO2)[CH:8]=1.CON(C)[C:29](=[O:31])[CH3:30]. The catalyst is C1COCC1. The product is [C:29]([C:7]1[CH:12]=[CH:11][C:10]([N:13]2[CH2:14][CH:15]([CH3:20])[O:16][CH:17]([CH3:19])[CH2:18]2)=[C:9]([CH:8]=1)[CH:21]=[O:25])(=[O:31])[CH3:30]. The yield is 0.450. (7) The reactants are [CH3:1][O:2][C:3]1[CH:4]=[C:5]([CH2:9][CH2:10][NH:11][C:12]([CH:14]2[CH2:19][CH2:18][CH2:17][CH2:16][CH2:15]2)=O)[CH:6]=[CH:7][CH:8]=1.O=P(Cl)(Cl)Cl. No catalyst specified. The product is [CH:14]1([C:12]2[C:6]3[C:5](=[CH:4][C:3]([O:2][CH3:1])=[CH:8][CH:7]=3)[CH2:9][CH2:10][N:11]=2)[CH2:19][CH2:18][CH2:17][CH2:16][CH2:15]1. The yield is 0.930. (8) The reactants are CC1(C)C(C)(C)OB([C:9]2[CH:21]=[CH:20][C:19]3[C:18]4[C:13](=[CH:14][CH:15]=[CH:16][CH:17]=4)[C:12]([CH2:30][CH2:31][CH2:32][CH2:33][CH2:34][CH2:35][CH2:36][CH3:37])([CH2:22][CH2:23][CH2:24][CH2:25][CH2:26][CH2:27][CH2:28][CH3:29])[C:11]=3[CH:10]=2)O1.Br[C:40]1[C:45]2=[N:46][S:47][N:48]=[C:44]2[C:43](Br)=[CH:42][CH:41]=1.C([O-])([O-])=O.[Na+].[Na+]. The catalyst is CCCCCCCC[N+](CCCCCCCC)(CCCCCCCC)C.[Cl-].C1(C)C=CC=CC=1. The product is [CH2:30]([C:12]1([CH2:22][CH2:23][CH2:24][CH2:25][CH2:26][CH2:27][CH2:28][CH3:29])[C:11]2[CH:10]=[C:9]([C:40]3[C:45]4=[N:46][S:47][N:48]=[C:44]4[C:43]([C:9]4[CH:21]=[CH:20][C:19]5[C:18]6[C:13](=[CH:14][CH:15]=[CH:16][CH:17]=6)[C:12]([CH2:30][CH2:31][CH2:32][CH2:33][CH2:34][CH2:35][CH2:36][CH3:37])([CH2:22][CH2:23][CH2:24][CH2:25][CH2:26][CH2:27][CH2:28][CH3:29])[C:11]=5[CH:10]=4)=[CH:42][CH:41]=3)[CH:21]=[CH:20][C:19]=2[C:18]2[C:13]1=[CH:14][CH:15]=[CH:16][CH:17]=2)[CH2:31][CH2:32][CH2:33][CH2:34][CH2:35][CH2:36][CH3:37]. The yield is 0.640. (9) The reactants are C([O:3][C:4](=[O:45])[CH:5]([O:7][P:8]([CH2:17][CH2:18][NH:19][C:20]([C:22]1[C:23]2[CH:24]=[CH:25][CH:26]=[N:27][C:28]=2[C:29]([OH:44])=[C:30]2[C:34](=[O:35])[N:33]([CH2:36][C:37]3[CH:42]=[CH:41][C:40]([F:43])=[CH:39][CH:38]=3)[CH2:32][C:31]=12)=[O:21])([O:10]C1C=CC=CC=1)=[O:9])[CH3:6])C.O.[OH-].[Na+]. The catalyst is C(#N)C. The product is [F:43][C:40]1[CH:39]=[CH:38][C:37]([CH2:36][N:33]2[C:34](=[O:35])[C:30]3[C:31](=[C:22]([C:20]([NH:19][CH2:18][CH2:17][P:8]([OH:10])([O:7][CH:5]([CH3:6])[C:4]([OH:45])=[O:3])=[O:9])=[O:21])[C:23]4[CH:24]=[CH:25][CH:26]=[N:27][C:28]=4[C:29]=3[OH:44])[CH2:32]2)=[CH:42][CH:41]=1. The yield is 0.600. (10) The reactants are O=P(Cl)(Cl)Cl.CN(C)[CH:8]=[O:9].[OH:11][S:12]([C:15]([F:18])([F:17])[F:16])(=[O:14])=[O:13].[CH3:19][N:20]1[C:29]2[C:24](=[CH:25][CH:26]=[CH:27][CH:28]=2)[C:23]([CH:30]=[CH:31][C:32]2[N:33]([CH3:37])[CH:34]=[CH:35][CH:36]=2)=[CH:22][CH2:21]1. The catalyst is C(#N)C. The product is [OH:14][S:12]([C:15]([F:18])([F:17])[F:16])(=[O:13])=[O:11].[CH3:19][N:20]1[C:29]2[C:24](=[CH:25][CH:26]=[CH:27][CH:28]=2)[C:23]([CH:30]=[CH:31][C:32]2[N:33]([CH3:37])[C:34]([CH:8]=[O:9])=[CH:35][CH:36]=2)=[CH:22][CH2:21]1. The yield is 0.540.